This data is from Forward reaction prediction with 1.9M reactions from USPTO patents (1976-2016). The task is: Predict the product of the given reaction. (1) Given the reactants [Cl:1][C:2]1[C:7]([Cl:8])=[C:6]([C:9]([OH:18])([C:14]([F:17])([F:16])[F:15])[C:10]([F:13])([F:12])[F:11])[CH:5]=[CH:4][C:3]=1[C:19]1[S:23][C:22]([C:24]([N:26]2[CH2:31][CH2:30][S:29][CH2:28][CH2:27]2)=[O:25])=[N:21][C:20]=1[C:32]([O:34]C(C)(C)C)=O.CN(C(ON1N=N[C:49]2C=[CH:51][CH:52]=[N:53][C:48]1=2)=[N+](C)C)C.F[P-](F)(F)(F)(F)F.CCN(C(C)C)C(C)C.C(NCC)C, predict the reaction product. The product is: [Cl:1][C:2]1[C:7]([Cl:8])=[C:6]([C:9]([OH:18])([C:14]([F:15])([F:17])[F:16])[C:10]([F:12])([F:11])[F:13])[CH:5]=[CH:4][C:3]=1[C:19]1[S:23][C:22]([C:24]([N:26]2[CH2:27][CH2:28][S:29][CH2:30][CH2:31]2)=[O:25])=[N:21][C:20]=1[C:32]([N:53]([CH2:48][CH3:49])[CH2:52][CH3:51])=[O:34]. (2) Given the reactants C([O:8][CH2:9][C@@H:10]([O:13][Si:14]([C:17]([CH3:20])([CH3:19])[CH3:18])([CH3:16])[CH3:15])[CH2:11][CH3:12])C1C=CC=CC=1, predict the reaction product. The product is: [Si:14]([O:13][C@@H:10]([CH2:11][CH3:12])[CH2:9][OH:8])([C:17]([CH3:20])([CH3:19])[CH3:18])([CH3:15])[CH3:16]. (3) Given the reactants Cl[C:2]1[N:7]=[C:6]([NH:8][C:9]2[S:10][C:11]([C:14]#[N:15])=[CH:12][N:13]=2)[CH:5]=[C:4]([Cl:16])[N:3]=1.Cl.[F:18][C:19]1[CH:20]=[N:21][C:22]([C@@H:25]([NH2:27])[CH3:26])=[N:23][CH:24]=1, predict the reaction product. The product is: [Cl:16][C:4]1[N:3]=[C:2]([NH:27][C@H:25]([C:22]2[N:23]=[CH:24][C:19]([F:18])=[CH:20][N:21]=2)[CH3:26])[N:7]=[C:6]([NH:8][C:9]2[S:10][C:11]([C:14]#[N:15])=[CH:12][N:13]=2)[CH:5]=1. (4) Given the reactants C([O:4][C@@H:5]([CH3:32])[CH2:6][CH2:7][CH2:8][CH2:9][N:10]1[C:15](=[O:16])[C:14]2[C:17](=[O:29])[CH:18]=[C:19]([CH3:28])[N:20]([CH2:21][C:22]3[CH:27]=[CH:26][CH:25]=[CH:24][CH:23]=3)[C:13]=2[N:12]([CH3:30])[C:11]1=[O:31])(=O)C.Cl.C(=O)(O)[O-].[Na+], predict the reaction product. The product is: [CH2:21]([N:20]1[C:13]2[N:12]([CH3:30])[C:11](=[O:31])[N:10]([CH2:9][CH2:8][CH2:7][CH2:6][C@@H:5]([OH:4])[CH3:32])[C:15](=[O:16])[C:14]=2[C:17](=[O:29])[CH:18]=[C:19]1[CH3:28])[C:22]1[CH:27]=[CH:26][CH:25]=[CH:24][CH:23]=1. (5) Given the reactants Br[C:2]1[CH:3]=[C:4]([C:12]([O:14][CH3:15])=[O:13])[C:5](=[CH:10][CH:11]=1)C(OC)=O.[CH3:16][NH:17][C:18]([NH2:20])=[O:19].[C:21](=O)([O-])[O-:22].[Cs+].[Cs+].C1(P(C2C=CC=CC=2)C2C3OC4C(=CC=CC=4P(C4C=CC=CC=4)C4C=CC=CC=4)C(C)(C)C=3C=CC=2)C=CC=CC=1, predict the reaction product. The product is: [CH3:16][N:17]1[C:21](=[O:22])[C:2]2[C:11](=[CH:10][CH:5]=[C:4]([C:12]([O:14][CH3:15])=[O:13])[CH:3]=2)[NH:20][C:18]1=[O:19]. (6) Given the reactants [F:1][C:2]([F:42])([F:41])[C:3]1[CH:40]=[CH:39][C:6]([O:7][C:8]2[CH:13]=[CH:12][C:11](/[CH:14]=[CH:15]/[C:16]3[N:17]([CH2:29][C:30]4[CH:35]=[CH:34][C:33]([N+:36]([O-])=O)=[CH:32][CH:31]=4)[CH:18]=[C:19]([C:21]4[CH:26]=[CH:25][C:24]([Cl:27])=[CH:23][C:22]=4[Cl:28])[N:20]=3)=[CH:10][CH:9]=2)=[CH:5][CH:4]=1.Br[CH2:44][C:45]([O:47][CH3:48])=[O:46], predict the reaction product. The product is: [CH3:48][O:47][C:45](=[O:46])[CH2:44][NH:36][C:33]1[CH:32]=[CH:31][C:30]([CH2:29][N:17]2[CH:18]=[C:19]([C:21]3[CH:26]=[CH:25][C:24]([Cl:27])=[CH:23][C:22]=3[Cl:28])[N:20]=[C:16]2/[CH:15]=[CH:14]/[C:11]2[CH:12]=[CH:13][C:8]([O:7][C:6]3[CH:39]=[CH:40][C:3]([C:2]([F:1])([F:42])[F:41])=[CH:4][CH:5]=3)=[CH:9][CH:10]=2)=[CH:35][CH:34]=1. (7) Given the reactants [Cl:1][C:2]1[N:7]=[C:6]([C:8]2[C:13](F)=[CH:12][CH:11]=[CH:10][N:9]=2)[C:5]([S:15]CCC(OCC)=O)=[CH:4][CH:3]=1.CC([O-])(C)C.[K+], predict the reaction product. The product is: [Cl:1][C:2]1[N:7]=[C:6]2[C:8]3[C:13]([S:15][C:5]2=[CH:4][CH:3]=1)=[CH:12][CH:11]=[CH:10][N:9]=3.